Dataset: Full USPTO retrosynthesis dataset with 1.9M reactions from patents (1976-2016). Task: Predict the reactants needed to synthesize the given product. The reactants are: [CH2:1]([N:8]1[CH2:13][CH2:12][N:11]([C:14]([O:16][C:17]([CH3:20])([CH3:19])[CH3:18])=[O:15])[C@H:10]([CH2:21][C:22]2[CH:27]=[CH:26][CH:25]=[CH:24][C:23]=2[OH:28])[CH2:9]1)[C:2]1[CH:7]=[CH:6][CH:5]=[CH:4][CH:3]=1.[C:29]1(B(O)O)[CH:34]=[CH:33][CH:32]=[CH:31][CH:30]=1.N1C=CC=CC=1.C(N(CC)CC)C. Given the product [CH2:1]([N:8]1[CH2:13][CH2:12][N:11]([C:14]([O:16][C:17]([CH3:19])([CH3:20])[CH3:18])=[O:15])[C@H:10]([CH2:21][C:22]2[CH:27]=[CH:26][CH:25]=[CH:24][C:23]=2[O:28][C:29]2[CH:34]=[CH:33][CH:32]=[CH:31][CH:30]=2)[CH2:9]1)[C:2]1[CH:3]=[CH:4][CH:5]=[CH:6][CH:7]=1, predict the reactants needed to synthesize it.